Dataset: Full USPTO retrosynthesis dataset with 1.9M reactions from patents (1976-2016). Task: Predict the reactants needed to synthesize the given product. (1) Given the product [CH3:14][C:13]1[N:8]([C:6]2[CH:5]=[CH:4][CH:3]=[C:2]([CH3:1])[N:7]=2)[C:10]([CH3:9])=[CH:11][CH:12]=1, predict the reactants needed to synthesize it. The reactants are: [CH3:1][C:2]1[N:7]=[C:6]([NH2:8])[CH:5]=[CH:4][CH:3]=1.[CH3:9][C:10](=O)[CH2:11][CH2:12][C:13](=O)[CH3:14].O.C1(C)C=CC(S(O)(=O)=O)=CC=1. (2) Given the product [CH2:13]([N:10]1[C:3]2[C:2]([Cl:1])=[N:7][CH:6]=[N:5][C:4]=2[CH:8]=[CH:9]1)[CH:12]=[CH2:11], predict the reactants needed to synthesize it. The reactants are: [Cl:1][C:2]1[C:3]2[NH:10][CH:9]=[CH:8][C:4]=2[N:5]=[CH:6][N:7]=1.[CH2:11](Br)[CH:12]=[CH2:13].[H-].[Na+]. (3) Given the product [CH2:40]([S:37]([N:34]1[CH2:33][CH2:32][CH:31]([C:22]2[C:21]3[C:25](=[C:26]([C:28]([NH2:30])=[O:29])[CH:27]=[C:19]([C:13]4[S:14][C:10]([CH2:9][NH:8][CH2:7][CH2:6][CH2:5][O:4][CH2:1][CH2:2][CH3:3])=[CH:11][CH:12]=4)[CH:20]=3)[NH:24][CH:23]=2)[CH2:36][CH2:35]1)(=[O:39])=[O:38])[CH3:41], predict the reactants needed to synthesize it. The reactants are: [CH2:1]([O:4][CH2:5][CH2:6][CH2:7][NH:8][CH2:9][C:10]1[S:14][C:13](B(O)O)=[CH:12][CH:11]=1)[CH2:2][CH3:3].Br[C:19]1[CH:20]=[C:21]2[C:25](=[C:26]([C:28]([NH2:30])=[O:29])[CH:27]=1)[NH:24][CH:23]=[C:22]2[CH:31]1[CH2:36][CH2:35][N:34]([S:37]([CH2:40][CH3:41])(=[O:39])=[O:38])[CH2:33][CH2:32]1.C([O-])([O-])=O.[K+].[K+]. (4) Given the product [Cl:18][C:17]1[C:12]([N:4]2[CH:5]=[C:6]([C:7]([O:9][CH3:10])=[O:8])[C:2]([CH3:1])=[N:3]2)=[N:13][CH:14]=[C:15]([C:19]([F:21])([F:20])[F:22])[CH:16]=1, predict the reactants needed to synthesize it. The reactants are: [CH3:1][C:2]1[C:6]([C:7]([O:9][CH3:10])=[O:8])=[CH:5][NH:4][N:3]=1.Cl[C:12]1[C:17]([Cl:18])=[CH:16][C:15]([C:19]([F:22])([F:21])[F:20])=[CH:14][N:13]=1. (5) Given the product [F:1][C:2]1[CH:7]=[CH:6][C:5]([NH:8][C:9]2[N:20]=[CH:19][CH:18]=[CH:17][C:10]=2[C:11]([NH:13][CH2:14][C:15]2[N:23]=[N:22][N:21]([CH2:24][C:25]3[CH:30]=[CH:29][CH:28]=[C:27]([O:31][C:32]4[CH:37]=[CH:36][CH:35]=[CH:34][CH:33]=4)[CH:26]=3)[CH:16]=2)=[O:12])=[CH:4][CH:3]=1, predict the reactants needed to synthesize it. The reactants are: [F:1][C:2]1[CH:7]=[CH:6][C:5]([NH:8][C:9]2[N:20]=[CH:19][CH:18]=[CH:17][C:10]=2[C:11]([NH:13][CH2:14][C:15]#[CH:16])=[O:12])=[CH:4][CH:3]=1.[N:21]([CH2:24][C:25]1[CH:30]=[CH:29][CH:28]=[C:27]([O:31][C:32]2[CH:37]=[CH:36][CH:35]=[CH:34][CH:33]=2)[CH:26]=1)=[N+:22]=[N-:23].O.O=C1O[C@H]([C@H](CO)O)C([O-])=C1O.[Na+]. (6) Given the product [CH3:1][O:2][C:3]1[CH:10]=[CH:9][C:6]([CH:7]=[O:8])=[C:5]([O:11][CH2:12][O:13][CH2:14][CH2:15][O:16][CH3:17])[CH:4]=1, predict the reactants needed to synthesize it. The reactants are: [CH3:1][O:2][C:3]1[CH:10]=[CH:9][C:6]([CH:7]=[O:8])=[C:5]([OH:11])[CH:4]=1.[CH3:12][O:13][CH2:14][CH2:15][O:16][CH2:17]Cl.C(N(C(C)C)CC)(C)C.